This data is from Catalyst prediction with 721,799 reactions and 888 catalyst types from USPTO. The task is: Predict which catalyst facilitates the given reaction. (1) The catalyst class is: 8. Reactant: [NH:1]1[C:5]2=[CH:6][N:7]=[C:8]([NH:10][C:11]3[C:12]4[CH:19]=[C:18]([C:20]([O:22]CC)=[O:21])[NH:17][C:13]=4[N:14]=[CH:15][N:16]=3)[CH:9]=[C:4]2[CH:3]=[N:2]1.O1CCOCC1.[OH-].[Li+].Cl. Product: [NH:1]1[C:5]2=[CH:6][N:7]=[C:8]([NH:10][C:11]3[C:12]4[CH:19]=[C:18]([C:20]([OH:22])=[O:21])[NH:17][C:13]=4[N:14]=[CH:15][N:16]=3)[CH:9]=[C:4]2[CH:3]=[N:2]1. (2) Reactant: [NH:1]1[CH:5]=[CH:4][N:3]=[C:2]1[CH2:6][N:7]([CH2:14][C:15]1[CH:28]=[CH:27][C:18]([C:19]([NH:21][CH2:22][CH2:23][CH2:24][CH2:25][NH2:26])=[O:20])=[CH:17][CH:16]=1)[CH2:8][C:9]1[NH:10][CH:11]=[CH:12][N:13]=1.[C:29]([C:33]1[CH:40]=[CH:39][C:36]([CH:37]=O)=[CH:35][CH:34]=1)([CH3:32])([CH3:31])[CH3:30].C(OC)(OC)OC.[BH4-].[Na+]. Product: [NH:1]1[CH:5]=[CH:4][N:3]=[C:2]1[CH2:6][N:7]([CH2:14][C:15]1[CH:28]=[CH:27][C:18]([C:19]([NH:21][CH2:22][CH2:23][CH2:24][CH2:25][NH:26][CH2:37][C:36]2[CH:39]=[CH:40][C:33]([C:29]([CH3:32])([CH3:31])[CH3:30])=[CH:34][CH:35]=2)=[O:20])=[CH:17][CH:16]=1)[CH2:8][C:9]1[NH:13][CH:12]=[CH:11][N:10]=1. The catalyst class is: 5.